Dataset: Catalyst prediction with 721,799 reactions and 888 catalyst types from USPTO. Task: Predict which catalyst facilitates the given reaction. (1) Reactant: [CH3:1][NH:2][C:3]1[CH:4]=[N:5][CH:6]=[CH:7][C:8]=1[C:9]1[CH:14]=[CH:13][CH:12]=[CH:11][C:10]=1[CH3:15].[Cl:16][C:17]1[CH:25]=[CH:24][C:20]([C:21]([OH:23])=O)=[CH:19][C:18]=1[C:26]([F:29])([F:28])[F:27]. Product: [Cl:16][C:17]1[CH:25]=[CH:24][C:20]([C:21]([N:2]([CH3:1])[C:3]2[CH:4]=[N:5][CH:6]=[CH:7][C:8]=2[C:9]2[CH:14]=[CH:13][CH:12]=[CH:11][C:10]=2[CH3:15])=[O:23])=[CH:19][C:18]=1[C:26]([F:29])([F:28])[F:27]. The catalyst class is: 243. (2) Reactant: [CH3:1][S:2](Cl)(=[O:4])=[O:3].[CH2:6]([O:8][C:9](=[O:18])[CH2:10][C@@H:11]1[CH2:16][CH2:15][CH2:14][CH2:13][C@@H:12]1[OH:17])[CH3:7].N1C=CC=CC=1. Product: [CH2:6]([O:8][C:9](=[O:18])[CH2:10][C@@H:11]1[CH2:16][CH2:15][CH2:14][CH2:13][C@@H:12]1[O:17][S:2]([CH3:1])(=[O:4])=[O:3])[CH3:7]. The catalyst class is: 79. (3) Reactant: [Cl:1][C:2]1[CH:7]=[CH:6][C:5](I)=[CH:4][N:3]=1.C([Mg]Br)(C)C.C1COCC1.[N+:19]([C:22]1[CH:29]=[CH:28][C:27]([Cl:30])=[CH:26][C:23]=1[CH:24]=[O:25])([O-:21])=[O:20]. Product: [Cl:30][C:27]1[CH:28]=[CH:29][C:22]([N+:19]([O-:21])=[O:20])=[C:23]([CH:24]([C:5]2[CH:4]=[N:3][C:2]([Cl:1])=[CH:7][CH:6]=2)[OH:25])[CH:26]=1. The catalyst class is: 1. (4) Reactant: [Br:1][C:2]1[CH:3]=[N:4][C:5]([NH:8][NH2:9])=[N:6][CH:7]=1.[CH:10](=O)[CH:11]([CH3:13])[CH3:12].C(O)(=O)C.C(O)(=O)C.IC1C=CC=CC=1. Product: [Br:1][C:2]1[CH:3]=[N:4][C:5]2[N:6]([C:10]([CH:11]([CH3:13])[CH3:12])=[N:9][N:8]=2)[CH:7]=1. The catalyst class is: 411.